The task is: Regression/Classification. Given a drug SMILES string, predict its absorption, distribution, metabolism, or excretion properties. Task type varies by dataset: regression for continuous measurements (e.g., permeability, clearance, half-life) or binary classification for categorical outcomes (e.g., BBB penetration, CYP inhibition). Dataset: cyp1a2_veith.. This data is from CYP1A2 inhibition data for predicting drug metabolism from PubChem BioAssay. (1) The molecule is O=C(O)CSc1ncccc1[N+](=O)[O-]. The result is 0 (non-inhibitor). (2) The drug is Cc1cc2c(nc1C)CCCN2CC(O)CN1CCCc2nc(C)c(C)cc21. The result is 0 (non-inhibitor). (3) The compound is COc1ccc(Oc2ncc3nc(CCc4ccccc4)c(=O)n(C4CC4)c3n2)cc1. The result is 1 (inhibitor). (4) The drug is CC(C)C[C@H](NC(=O)[C@@H](O)[C@H](N)Cc1ccccc1)C(=O)O. The result is 0 (non-inhibitor). (5) The drug is COc1ccc(OC)c2[nH]c(=O)c(CCNC(=O)c3ccc(S(=O)(=O)N(C)C)cc3)cc12. The result is 0 (non-inhibitor).